Dataset: Peptide-MHC class II binding affinity with 134,281 pairs from IEDB. Task: Regression. Given a peptide amino acid sequence and an MHC pseudo amino acid sequence, predict their binding affinity value. This is MHC class II binding data. (1) The peptide sequence is ITKGKVDPTDYFRNE. The MHC is DRB5_0101 with pseudo-sequence DRB5_0101. The binding affinity (normalized) is 0.361. (2) The peptide sequence is SPKARSERPAIVPPA. The MHC is DRB1_0802 with pseudo-sequence DRB1_0802. The binding affinity (normalized) is 0.126. (3) The peptide sequence is PCRIPVIVADDLTAA. The MHC is DRB1_0101 with pseudo-sequence DRB1_0101. The binding affinity (normalized) is 0.105. (4) The peptide sequence is SGKLFMHVTLGSDVE. The MHC is DRB1_0401 with pseudo-sequence DRB1_0401. The binding affinity (normalized) is 0.540. (5) The peptide sequence is SPILRFLYANVGEEA. The MHC is DRB1_0401 with pseudo-sequence DRB1_0401. The binding affinity (normalized) is 0.893. (6) The peptide sequence is AVTFVNAPALAAERG. The MHC is HLA-DQA10501-DQB10201 with pseudo-sequence HLA-DQA10501-DQB10201. The binding affinity (normalized) is 0.562. (7) The peptide sequence is SGTNNKTMAVCTNAK. The MHC is HLA-DQA10102-DQB10602 with pseudo-sequence HLA-DQA10102-DQB10602. The binding affinity (normalized) is 0.593.